The task is: Predict the reaction yield, written as a fraction of the theoretical maximum amount of product (1.0 means a 100% yield; for example, 0.34 means a 34% yield).. This data is from Reaction yield outcomes from USPTO patents with 853,638 reactions. (1) The reactants are [Cl:1][C:2]1[CH:7]=[CH:6][C:5]([O:8][CH3:9])=[C:4](Br)[CH:3]=1.[CH2:11]([O:18][CH2:19][C@@H:20]([OH:31])[CH2:21]C1C=C(F)C=CC=1OC)[C:12]1[CH:17]=[CH:16][CH:15]=[CH:14][CH:13]=1. No catalyst specified. The product is [CH2:11]([O:18][CH2:19][C@@H:20]([OH:31])[CH2:21][C:4]1[CH:3]=[C:2]([Cl:1])[CH:7]=[CH:6][C:5]=1[O:8][CH3:9])[C:12]1[CH:17]=[CH:16][CH:15]=[CH:14][CH:13]=1. The yield is 0.670. (2) The reactants are [C:1]([O:5][C:6](=[O:28])[NH:7][C:8]1([C:12]2[CH:17]=[CH:16][C:15]([C:18](=O)[CH:19](Br)[C:20]3[CH:25]=[CH:24][CH:23]=[CH:22][CH:21]=3)=[CH:14][CH:13]=2)[CH2:11][CH2:10][CH2:9]1)([CH3:4])([CH3:3])[CH3:2].[F:29][C:30]1[C:31]([NH2:37])=[N:32][CH:33]=[C:34]([F:36])[CH:35]=1. The catalyst is C(O)C. The product is [C:1]([O:5][C:6](=[O:28])[NH:7][C:8]1([C:12]2[CH:17]=[CH:16][C:15]([C:18]3[N:37]=[C:31]4[C:30]([F:29])=[CH:35][C:34]([F:36])=[CH:33][N:32]4[C:19]=3[C:20]3[CH:25]=[CH:24][CH:23]=[CH:22][CH:21]=3)=[CH:14][CH:13]=2)[CH2:11][CH2:10][CH2:9]1)([CH3:4])([CH3:3])[CH3:2]. The yield is 0.0980. (3) The reactants are F.F.F.C(N(CC)CC)C.C(N(CC)CC)C.[Si]([O:35][CH2:36][C@H:37]1[O:41][C@@H:40]([N:42]2[CH:49]=[C:48]([CH3:50])[C:46](=[O:47])[NH:45][C:43]2=[O:44])[C@H:39]([O:51][CH2:52][CH2:53][O:54][N:55]([CH3:57])[CH3:56])[C@@H:38]1[OH:58])(C(C)(C)C)(C1C=CC=CC=1)C1C=CC=CC=1.CO. The catalyst is C1COCC1.C(Cl)Cl. The product is [CH3:56][N:55]([CH3:57])[O:54][CH2:53][CH2:52][O:51][C@@H:39]1[C@H:38]([OH:58])[C@@H:37]([CH2:36][OH:35])[O:41][C@H:40]1[N:42]1[CH:49]=[C:48]([CH3:50])[C:46](=[O:47])[NH:45][C:43]1=[O:44]. The yield is 0.925. (4) The reactants are [Br:1][C:2]1[N:6]([S:7]([C:10]2[CH:15]=[CH:14][C:13]([O:16][CH3:17])=[CH:12][CH:11]=2)(=[O:9])=[O:8])[CH:5]=[C:4]([C:18](OC)=[O:19])[CH:3]=1.[H-].C([Al+]CC(C)C)C(C)C.Cl. The catalyst is O1CCCC1.C1(C)C=CC=CC=1. The product is [Br:1][C:2]1[N:6]([S:7]([C:10]2[CH:11]=[CH:12][C:13]([O:16][CH3:17])=[CH:14][CH:15]=2)(=[O:8])=[O:9])[CH:5]=[C:4]([CH:18]=[O:19])[CH:3]=1. The yield is 0.750. (5) The reactants are [Br:1][C:2]1[CH:7]=[CH:6][C:5]([C:8]2([OH:14])[CH2:13][CH2:12][NH:11][CH2:10][CH2:9]2)=[CH:4][CH:3]=1.[CH3:15][C:16]([O:19][C:20](O[C:20]([O:19][C:16]([CH3:18])([CH3:17])[CH3:15])=[O:21])=[O:21])([CH3:18])[CH3:17]. The catalyst is C(N(CC)CC)C.CN(C=O)C. The product is [C:16]([O:19][C:20]([N:11]1[CH2:10][CH2:9][C:8]([C:5]2[CH:6]=[CH:7][C:2]([Br:1])=[CH:3][CH:4]=2)([OH:14])[CH2:13][CH2:12]1)=[O:21])([CH3:18])([CH3:17])[CH3:15]. The yield is 1.00.